From a dataset of Catalyst prediction with 721,799 reactions and 888 catalyst types from USPTO. Predict which catalyst facilitates the given reaction. (1) Reactant: [O:1]=[C:2]1[NH:10][C:5]2=[N:6][CH:7]=[CH:8][CH:9]=[C:4]2[C@:3]21[CH2:25][C:13]1[CH:14]=[C:15]3[C:20](=[CH:21][C:12]=1[CH2:11]2)[N:19]=[C:18]([C:22]([OH:24])=O)[CH:17]=[CH:16]3.[NH2:26][C:27]1[CH:32]=[CH:31][CH:30]=[CH:29][CH:28]=1.C(Cl)CCl.C1C=CC2N(O)N=NC=2C=1.C(N(CC)C(C)C)(C)C. Product: [O:1]=[C:2]1[NH:10][C:5]2=[N:6][CH:7]=[CH:8][CH:9]=[C:4]2[C@:3]21[CH2:25][C:13]1[CH:14]=[C:15]3[C:20](=[CH:21][C:12]=1[CH2:11]2)[N:19]=[C:18]([C:22]([NH:26][C:27]1[CH:32]=[CH:31][CH:30]=[CH:29][CH:28]=1)=[O:24])[CH:17]=[CH:16]3. The catalyst class is: 3. (2) Reactant: [F:1][C:2]([F:12])([C:5]1[CH:10]=[CH:9][C:8]([CH3:11])=[CH:7][CH:6]=1)[C:3]#[N:4].Cl.[NH2:14][OH:15].C(=O)([O-])[O-].[Na+].[Na+]. Product: [F:1][C:2]([F:12])([C:5]1[CH:10]=[CH:9][C:8]([CH3:11])=[CH:7][CH:6]=1)/[C:3](=[N:14]/[OH:15])/[NH2:4]. The catalyst class is: 8. (3) Reactant: [C:1]1([CH:7]([C:21]2[CH:26]=[CH:25][CH:24]=[CH:23][CH:22]=2)[C:8]([NH:10][C:11]2[C:12]([OH:20])=[N:13][C:14]([C:17](O)=[O:18])=[N:15][CH:16]=2)=[O:9])[CH:6]=[CH:5][CH:4]=[CH:3][CH:2]=1.[NH2:27][CH2:28][C:29]([O:31][CH3:32])=[O:30].CCN(C(C)C)C(C)C.CN(C(ON1N=NC2C=CC=CC1=2)=[N+](C)C)C.[B-](F)(F)(F)F. Product: [C:1]1([CH:7]([C:21]2[CH:22]=[CH:23][CH:24]=[CH:25][CH:26]=2)[C:8]([NH:10][C:11]2[C:12]([OH:20])=[N:13][C:14]([C:17]([NH:27][CH2:28][C:29]([O:31][CH3:32])=[O:30])=[O:18])=[N:15][CH:16]=2)=[O:9])[CH:2]=[CH:3][CH:4]=[CH:5][CH:6]=1. The catalyst class is: 16. (4) Reactant: C(OC([N:8]1[CH2:12][CH2:11][CH2:10][C@@H:9]1[CH2:13][O:14][C:15]1[CH:20]=[CH:19][C:18]([O:21][C:22]2[CH:27]=[CH:26][C:25]([Cl:28])=[CH:24][CH:23]=2)=[CH:17][CH:16]=1)=O)(C)(C)C.Cl. Product: [Cl:28][C:25]1[CH:26]=[CH:27][C:22]([O:21][C:18]2[CH:19]=[CH:20][C:15]([O:14][CH2:13][C@H:9]3[CH2:10][CH2:11][CH2:12][NH:8]3)=[CH:16][CH:17]=2)=[CH:23][CH:24]=1. The catalyst class is: 12. (5) Reactant: [CH2:1]([O:3][C:4]1[CH:5]=[C:6]([CH:12]([N:17]2[C:21](=[O:22])[C:20]3=[C:23]([OH:27])[CH:24]=[CH:25][CH:26]=[C:19]3[C:18]2=[O:28])[CH2:13][C:14](O)=[O:15])[CH:7]=[CH:8][C:9]=1[O:10][CH3:11])[CH3:2].C(N1C=CN=C1)(N1C=CN=C1)=O.Cl.[NH2:42][OH:43]. Product: [CH2:1]([O:3][C:4]1[CH:5]=[C:6]([CH:12]([N:17]2[C:21](=[O:22])[C:20]3=[C:23]([OH:27])[CH:24]=[CH:25][CH:26]=[C:19]3[C:18]2=[O:28])[CH2:13][C:14]([NH:42][OH:43])=[O:15])[CH:7]=[CH:8][C:9]=1[O:10][CH3:11])[CH3:2]. The catalyst class is: 7. (6) Reactant: Cl.[N:2]([C@@H:5]1[CH2:9][NH:8][CH2:7][C@H:6]1[OH:10])=[N+:3]=[N-:4].Br[CH2:12][CH2:13][O:14][CH3:15].CCN(C(C)C)C(C)C.CC1C=CC(S(O)(=O)=O)=CC=1.N.CO. Product: [N:2]([C@@H:5]1[CH2:9][N:8]([CH2:12][CH2:13][O:14][CH3:15])[CH2:7][C@H:6]1[OH:10])=[N+:3]=[N-:4]. The catalyst class is: 85.